From a dataset of Full USPTO retrosynthesis dataset with 1.9M reactions from patents (1976-2016). Predict the reactants needed to synthesize the given product. (1) Given the product [Cl:30][C:27]1[CH:28]=[CH:29][C:24]([CH:11]([C:12]2[C:20]3[C:15](=[C:16]([CH2:21][S:22][CH3:23])[CH:17]=[CH:18][CH:19]=3)[NH:14][CH:13]=2)[CH2:10][CH2:9][C:1]#[N:2])=[CH:25][CH:26]=1, predict the reactants needed to synthesize it. The reactants are: [C-:1]#[N:2].[K+].CS(O[CH2:9][CH2:10][CH:11]([C:24]1[CH:29]=[CH:28][C:27]([Cl:30])=[CH:26][CH:25]=1)[C:12]1[C:20]2[C:15](=[C:16]([CH2:21][S:22][CH3:23])[CH:17]=[CH:18][CH:19]=2)[NH:14][CH:13]=1)(=O)=O. (2) Given the product [NH2:1][C:2]1[N:7]=[C:6]([Cl:8])[C:5]([C:9]#[N:10])=[C:4]([S:11]([CH3:12])=[O:21])[N:3]=1, predict the reactants needed to synthesize it. The reactants are: [NH2:1][C:2]1[N:7]=[C:6]([Cl:8])[C:5]([C:9]#[N:10])=[C:4]([S:11][CH3:12])[N:3]=1.C1(C2[O:21]N2S(C2C=CC=CC=2)(=O)=O)C=CC=CC=1. (3) Given the product [Br:9][C:10]1[CH:11]=[CH:12][C:13]([C:16]2[O:17][C:2]3[CH:8]=[CH:7][CH:6]=[CH:5][C:3]=3[N:4]=2)=[N:14][CH:15]=1, predict the reactants needed to synthesize it. The reactants are: Br[C:2]1[CH:8]=[CH:7][CH:6]=[CH:5][C:3]=1[NH2:4].[Br:9][C:10]1[CH:11]=[CH:12][C:13]([C:16](Cl)=[O:17])=[N:14][CH:15]=1.C([O-])([O-])=O.[Cs+].[Cs+].N1C2C(=CC=C3C=2N=CC=C3)C=CC=1. (4) Given the product [CH:16]1([O:1][C:2]2[CH:9]=[CH:8][C:5]([CH:6]=[O:7])=[CH:4][CH:3]=2)[CH2:19][CH2:18][CH2:17]1, predict the reactants needed to synthesize it. The reactants are: [OH:1][C:2]1[CH:9]=[CH:8][C:5]([CH:6]=[O:7])=[CH:4][CH:3]=1.C(=O)([O-])[O-].[Cs+].[Cs+].[CH:16]1(Br)[CH2:19][CH2:18][CH2:17]1.[OH-].[Na+]. (5) Given the product [C:1]([NH:4][C:5]1[CH:6]=[C:7]([CH:11]=[CH:12][CH:13]=1)[C:8]([NH:19][C:20]1[CH:29]=[C:28]([C:30]2[C:39]3[C:34](=[CH:35][C:36]([O:45][CH2:46][CH3:47])=[C:37]4[O:42][C:41]([CH3:44])([CH3:43])[CH2:40][C:38]4=3)[CH2:33][C:32]([CH3:48])([CH3:49])[N:31]=2)[CH:27]=[CH:26][C:21]=1[C:22]([O:24][CH3:25])=[O:23])=[O:10])(=[O:3])[CH3:2], predict the reactants needed to synthesize it. The reactants are: [C:1]([NH:4][C:5]1[CH:6]=[C:7]([CH:11]=[CH:12][CH:13]=1)[C:8]([OH:10])=O)(=[O:3])[CH3:2].S(Cl)(Cl)=O.Cl.[NH2:19][C:20]1[CH:29]=[C:28]([C:30]2[C:39]3[C:34](=[CH:35][C:36]([O:45][CH2:46][CH3:47])=[C:37]4[O:42][C:41]([CH3:44])([CH3:43])[CH2:40][C:38]4=3)[CH2:33][C:32]([CH3:49])([CH3:48])[N:31]=2)[CH:27]=[CH:26][C:21]=1[C:22]([O:24][CH3:25])=[O:23].C(N(CC)CC)C. (6) Given the product [Cl:1][C:2]1[CH:3]=[C:4]([CH:7]=[C:8]([Cl:21])[C:9]=1[N:10]1[CH:20]=[C:13]2[C:14]([NH:29][C:25]3[CH:24]=[C:23]([CH3:22])[N:28]=[CH:27][N:26]=3)=[N:15][CH:16]=[C:17]([Cl:18])[C:12]2=[N:11]1)[C:5]#[N:6], predict the reactants needed to synthesize it. The reactants are: [Cl:1][C:2]1[CH:3]=[C:4]([CH:7]=[C:8]([Cl:21])[C:9]=1[N:10]1[CH:20]=[C:13]2[C:14](Cl)=[N:15][CH:16]=[C:17]([Cl:18])[C:12]2=[N:11]1)[C:5]#[N:6].[CH3:22][C:23]1[N:28]=[CH:27][N:26]=[C:25]([NH2:29])[CH:24]=1.CC1(C)C2C(=C(P(C3C=CC=CC=3)C3C=CC=CC=3)C=CC=2)OC2C(P(C3C=CC=CC=3)C3C=CC=CC=3)=CC=CC1=2.C(=O)([O-])[O-].[Cs+].[Cs+]. (7) Given the product [ClH:17].[CH3:15][O:14][C@H:11]1[CH2:12][CH2:13][C@H:8]([NH2:7])[CH2:9][CH2:10]1, predict the reactants needed to synthesize it. The reactants are: C(OC(=O)[NH:7][C@H:8]1[CH2:13][CH2:12][C@H:11]([O:14][CH3:15])[CH2:10][CH2:9]1)(C)(C)C.[ClH:17].C(OCC)C.